This data is from Forward reaction prediction with 1.9M reactions from USPTO patents (1976-2016). The task is: Predict the product of the given reaction. (1) Given the reactants C1(C)C=CC(S(O[C@H:11]([CH3:18])[CH2:12][CH2:13][O:14]C(=O)C)(=O)=O)=CC=1.[Br:20][C:21]1[CH:26]=[C:25]([Cl:27])[CH:24]=[CH:23][C:22]=1[OH:28].C(=O)([O-])[O-].[Cs+].[Cs+].C(=O)([O-])[O-].[K+].[K+], predict the reaction product. The product is: [Br:20][C:21]1[CH:26]=[C:25]([Cl:27])[CH:24]=[CH:23][C:22]=1[O:28][C@@H:11]([CH3:18])[CH2:12][CH2:13][OH:14]. (2) Given the reactants [Si:1]([O:8][CH2:9][C@H:10]1[O:15][C@:14]([C:18]2[CH:23]=[CH:22][C:21]([Cl:24])=[C:20]([CH2:25][C:26]3[CH:31]=[CH:30][C:29]([O:32][C:33]([F:36])([F:35])[F:34])=[CH:28][CH:27]=3)[CH:19]=2)([O:16][CH3:17])[C@H:13]([OH:37])[C@@H:12]([OH:38])[C@@H:11]1[OH:39])([C:4]([CH3:7])([CH3:6])[CH3:5])([CH3:3])[CH3:2].[H-].[Na+].[CH2:42](Br)[C:43]1[CH:48]=[CH:47][CH:46]=[CH:45][CH:44]=1, predict the reaction product. The product is: [CH2:42]([O:39][C@H:11]1[C@H:12]([O:38][CH2:25][C:26]2[CH:31]=[CH:30][CH:29]=[CH:28][CH:27]=2)[C@@H:13]([O:37][CH2:14][C:18]2[CH:23]=[CH:22][CH:21]=[CH:20][CH:19]=2)[C@@:14]([C:18]2[CH:23]=[CH:22][C:21]([Cl:24])=[C:20]([CH2:25][C:26]3[CH:31]=[CH:30][C:29]([O:32][C:33]([F:36])([F:35])[F:34])=[CH:28][CH:27]=3)[CH:19]=2)([O:16][CH3:17])[O:15][C@@H:10]1[CH2:9][O:8][Si:1]([C:4]([CH3:6])([CH3:7])[CH3:5])([CH3:3])[CH3:2])[C:43]1[CH:48]=[CH:47][CH:46]=[CH:45][CH:44]=1. (3) Given the reactants [Cl:1][C:2]1[CH:7]=[C:6]([NH2:8])[C:5]([N+:9]([O-])=O)=[CH:4][N:3]=1, predict the reaction product. The product is: [Cl:1][C:2]1[N:3]=[CH:4][C:5]([NH2:9])=[C:6]([NH2:8])[CH:7]=1. (4) The product is: [Cl:2][C:3]1[CH:8]=[CH:7][C:6]([C:9]2([F:15])[CH2:10][CH2:11][N:12]([CH2:24][CH2:23][CH:22]([C:16]3[CH:21]=[CH:20][CH:19]=[CH:18][CH:17]=3)[C:26]3[CH:31]=[CH:30][CH:29]=[CH:28][CH:27]=3)[CH2:13][CH2:14]2)=[CH:5][CH:4]=1. Given the reactants Cl.[Cl:2][C:3]1[CH:8]=[CH:7][C:6]([C:9]2([F:15])[CH2:14][CH2:13][NH:12][CH2:11][CH2:10]2)=[CH:5][CH:4]=1.[C:16]1([CH:22]([C:26]2[CH:31]=[CH:30][CH:29]=[CH:28][CH:27]=2)[CH2:23][CH2:24]I)[CH:21]=[CH:20][CH:19]=[CH:18][CH:17]=1.C(=O)([O-])[O-].[K+].[K+], predict the reaction product. (5) Given the reactants C[O:2][C:3]1[CH:10]=[C:9]([C:11]([F:14])([F:13])[F:12])[CH:8]=[CH:7][C:4]=1[CH:5]=[O:6].[Cl-].[Li+].O.Cl, predict the reaction product. The product is: [OH:2][C:3]1[CH:10]=[C:9]([C:11]([F:12])([F:13])[F:14])[CH:8]=[CH:7][C:4]=1[CH:5]=[O:6]. (6) Given the reactants Cl[C:2]1[N:7]=[C:6]([C:8]2[N:13]=[CH:12][CH:11]=[CH:10][N:9]=2)[N:5]=[C:4]([NH:14][S:15]([C:18]2[CH:23]=[CH:22][C:21]([C:24]([CH3:27])([CH3:26])[CH3:25])=[CH:20][CH:19]=2)(=[O:17])=[O:16])[C:3]=1[O:28][C:29]1[CH:34]=[CH:33][CH:32]=[CH:31][C:30]=1[O:35][CH3:36].[Na].[C:38](O)(=[O:46])[CH:39]([CH:39]([C:38](O)=[O:46])[OH:40])[OH:40], predict the reaction product. The product is: [C:24]([C:21]1[CH:22]=[CH:23][C:18]([S:15]([NH:14][C:4]2[C:3]([O:28][C:29]3[CH:34]=[CH:33][CH:32]=[CH:31][C:30]=3[O:35][CH3:36])=[C:2]([O:40][CH2:39][CH2:38][OH:46])[N:7]=[C:6]([C:8]3[N:13]=[CH:12][CH:11]=[CH:10][N:9]=3)[N:5]=2)(=[O:17])=[O:16])=[CH:19][CH:20]=1)([CH3:27])([CH3:26])[CH3:25].